The task is: Regression. Given a peptide amino acid sequence and an MHC pseudo amino acid sequence, predict their binding affinity value. This is MHC class I binding data.. This data is from Peptide-MHC class I binding affinity with 185,985 pairs from IEDB/IMGT. (1) The peptide sequence is YFMKFRRVF. The MHC is HLA-A01:01 with pseudo-sequence HLA-A01:01. The binding affinity (normalized) is 0. (2) The peptide sequence is ASDYSQGAF. The MHC is HLA-C08:02 with pseudo-sequence HLA-C08:02. The binding affinity (normalized) is 1.00. (3) The peptide sequence is ERAFQNWSV. The MHC is HLA-B18:01 with pseudo-sequence HLA-B18:01. The binding affinity (normalized) is 0.0847.